Dataset: Full USPTO retrosynthesis dataset with 1.9M reactions from patents (1976-2016). Task: Predict the reactants needed to synthesize the given product. (1) Given the product [C:1]([NH:4][C:5]1[S:9][C:8]2[C:10]([O:15][CH2:16][CH2:17][N:18]([CH2:21][CH3:22])[CH2:19][CH3:20])=[C:11]([C:32]3[CH:33]=[CH:34][C:29]([F:28])=[CH:30][CH:31]=3)[CH:12]=[CH:13][C:7]=2[C:6]=1[C:23]([O:25][CH2:26][CH3:27])=[O:24])(=[O:3])[CH3:2], predict the reactants needed to synthesize it. The reactants are: [C:1]([NH:4][C:5]1[S:9][C:8]2[C:10]([O:15][CH2:16][CH2:17][N:18]([CH2:21][CH3:22])[CH2:19][CH3:20])=[C:11](Br)[CH:12]=[CH:13][C:7]=2[C:6]=1[C:23]([O:25][CH2:26][CH3:27])=[O:24])(=[O:3])[CH3:2].[F:28][C:29]1[CH:34]=[CH:33][C:32](B(O)O)=[CH:31][CH:30]=1.P([O-])([O-])([O-])=O.[K+].[K+].[K+]. (2) Given the product [Br:5][C:6]1[CH:7]=[CH:8][C:9]([C:12]2[CH:17]=[CH:16][C:15]([C:24](=[O:25])[CH2:23][CH2:22][C:18]([O:20][CH3:21])=[O:19])=[CH:14][CH:13]=2)=[CH:10][CH:11]=1, predict the reactants needed to synthesize it. The reactants are: [Cl-].[Al+3].[Cl-].[Cl-].[Br:5][C:6]1[CH:11]=[CH:10][C:9]([C:12]2[CH:17]=[CH:16][CH:15]=[CH:14][CH:13]=2)=[CH:8][CH:7]=1.[C:18]([CH2:22][CH2:23][C:24](Cl)=[O:25])([O:20][CH3:21])=[O:19]. (3) Given the product [C:30]1([CH3:34])[CH:31]=[CH:32][CH:33]=[C:28]([N:27]([C:23]2[CH:22]=[C:21]([CH3:35])[CH:26]=[CH:25][CH:24]=2)[C:2]2[CH:7]=[CH:6][C:5]([C:8]3[C:9](=[O:20])[O:10][C:11]4[C:16]([CH:17]=3)=[CH:15][CH:14]=[C:13]([O:18][CH3:19])[CH:12]=4)=[CH:4][CH:3]=2)[CH:29]=1, predict the reactants needed to synthesize it. The reactants are: Br[C:2]1[CH:7]=[CH:6][C:5]([C:8]2[C:9](=[O:20])[O:10][C:11]3[C:16]([CH:17]=2)=[CH:15][CH:14]=[C:13]([O:18][CH3:19])[CH:12]=3)=[CH:4][CH:3]=1.[C:21]1([CH3:35])[CH:26]=[CH:25][CH:24]=[C:23]([NH:27][C:28]2[CH:29]=[C:30]([CH3:34])[CH:31]=[CH:32][CH:33]=2)[CH:22]=1.CC([O-])(C)C.[K+].[H][H].